From a dataset of CYP2C9 inhibition data for predicting drug metabolism from PubChem BioAssay. Regression/Classification. Given a drug SMILES string, predict its absorption, distribution, metabolism, or excretion properties. Task type varies by dataset: regression for continuous measurements (e.g., permeability, clearance, half-life) or binary classification for categorical outcomes (e.g., BBB penetration, CYP inhibition). Dataset: cyp2c9_veith. (1) The molecule is Cc1ccccc1Cn1cc(NC(=O)CSc2nc3c(c(C(F)(F)F)n2)CCc2ccccc2-3)cn1. The result is 1 (inhibitor). (2) The compound is CS(=O)(=O)N1CCC2(CCN(C(=O)Nc3cccc(C#N)c3)CC2)CC1. The result is 0 (non-inhibitor). (3) The compound is Cc1ccc(S(=O)(=O)NC(=O)NN2CCCCCC2)cc1. The result is 0 (non-inhibitor). (4) The drug is Cc1nc2cncnc2n(Cc2ccccc2Cl)c1=O. The result is 1 (inhibitor). (5) The compound is O=C1[C@@H]2CC[C@@H]3/C(=N\OCc4ccccc4)C[C@@H](O)[C@@H](O)[C@@H]3[C@H]2C(=O)N1c1ccc(F)cc1F. The result is 0 (non-inhibitor). (6) The drug is O=C(N/N=C/c1ccc([N+](=O)[O-])o1)c1cc(-c2ccncc2)nc2ccccc12. The result is 1 (inhibitor). (7) The drug is CCC1CCCCN1CCn1c(=S)[nH]c2cc(OC)c(OC)cc2c1=O. The result is 0 (non-inhibitor). (8) The compound is CCCC(=O)Nc1ccc(C(=O)/C=C/c2ccc(SC)cc2)cc1. The result is 1 (inhibitor).